From a dataset of Forward reaction prediction with 1.9M reactions from USPTO patents (1976-2016). Predict the product of the given reaction. (1) The product is: [CH3:1][O:2][C:3]1[CH:4]=[C:5]2[C:10](=[CH:11][C:12]=1[O:13][CH2:14][CH2:15][O:16][CH3:17])[N:9]=[CH:8][N:7]=[C:6]2[O:18][C:19]1[CH:20]=[C:21]([NH:22][C:32](=[O:31])[NH2:34])[CH:23]=[CH:24][CH:25]=1. Given the reactants [CH3:1][O:2][C:3]1[CH:4]=[C:5]2[C:10](=[CH:11][C:12]=1[O:13][CH2:14][CH2:15][O:16][CH3:17])[N:9]=[CH:8][N:7]=[C:6]2[O:18][C:19]1[CH:20]=[C:21]([CH:23]=[CH:24][CH:25]=1)[NH2:22].C1(C2C=[C:32]([NH:34]C(=O)OC3C=CC=CC=3)[O:31]N=2)CC1.COC1C=C2C(=CC=1OC)N=CN=C2OC1C=C(NC(NC2ON=C(C(C)C)C=2)=O)C=CC=1, predict the reaction product. (2) The product is: [C:13]([C:16]1[C:24]2[CH:23]=[CH:22][N:21]3[C:20]([C:19]=2[N:18]([CH2:25][C:26]([O:28][CH3:29])=[O:27])[N:17]=1)=[CH:5][C:4]([C:6]1[CH:11]=[CH:10][CH:9]=[C:8]([Cl:12])[CH:7]=1)=[CH:30]3)(=[O:15])[CH3:14]. Given the reactants N([C:4]([C:6]1[CH:11]=[CH:10][CH:9]=[C:8]([Cl:12])[CH:7]=1)=[CH2:5])=[N+]=[N-].[C:13]([C:16]1[C:24]2[C:19](=[CH:20][N:21]=[CH:22][CH:23]=2)[N:18]([CH2:25][C:26]([O:28][CH3:29])=[O:27])[N:17]=1)(=[O:15])[CH3:14].[C:30](#N)C, predict the reaction product. (3) Given the reactants [Cl:1][C:2]1[N:3]=[C:4]([N:13]2[CH2:18][CH2:17][O:16][CH2:15][CH2:14]2)[C:5]2[S:10][C:9]([CH:11]=O)=[CH:8][C:6]=2[N:7]=1.[CH3:19][N:20]([CH3:26])[CH2:21][CH2:22][CH2:23][NH:24][CH3:25], predict the reaction product. The product is: [Cl:1][C:2]1[N:3]=[C:4]([N:13]2[CH2:18][CH2:17][O:16][CH2:15][CH2:14]2)[C:5]2[S:10][C:9]([CH2:11][N:24]([CH3:25])[CH2:23][CH2:22][CH2:21][N:20]([CH3:26])[CH3:19])=[CH:8][C:6]=2[N:7]=1. (4) Given the reactants OC1C([C:11]2[C:16]([CH2:17][C:18]3([CH2:21][O:22][C:23]4[CH:28]=[CH:27][C:26]([O:29][CH3:30])=[CH:25][CH:24]=4)[CH2:20][CH2:19]3)=[C:15]([CH3:31])[N:14]=[C:13]([O:32][CH3:33])[C:12]=2[CH:34]([CH3:36])[CH3:35])=C(C=C(C)C=1)C#N.[Cr](O[Cr]([O-])(=O)=O)([O-])(=O)=O.[NH+:46]1[CH:51]=[CH:50][CH:49]=[CH:48][CH:47]=1.[NH+]1C=C[CH:55]=[CH:54][CH:53]=1.CN([CH:61]=[O:62])C, predict the reaction product. The product is: [CH:34]([C:12]1[C:13]([O:32][CH3:33])=[N:14][C:15]([CH3:31])=[C:16]([CH2:17][C:18]2([CH2:21][O:22][C:23]3[CH:24]=[CH:25][C:26]([O:29][CH3:30])=[CH:27][CH:28]=3)[CH2:20][CH2:19]2)[C:11]=1[C:61]([C:48]1[CH:49]=[C:50]([CH:53]=[C:54]([CH3:55])[CH:47]=1)[C:51]#[N:46])=[O:62])([CH3:35])[CH3:36]. (5) Given the reactants [CH3:1][O:2][C:3]1[CH:4]=[C:5]([CH:8]=[CH:9][CH:10]=1)[CH:6]=[O:7].[CH2:11]([Mg]Br)[CH3:12].Cl.C(Cl)(=O)C(Cl)=O.CS(C)=O.C(N(CC)CC)C, predict the reaction product. The product is: [CH3:1][O:2][C:3]1[CH:4]=[C:5]([C:6](=[O:7])[CH2:11][CH3:12])[CH:8]=[CH:9][CH:10]=1.